This data is from Forward reaction prediction with 1.9M reactions from USPTO patents (1976-2016). The task is: Predict the product of the given reaction. (1) Given the reactants C([C:3]1[NH:7][C:6]([CH3:8])=[C:5]([C:9]([OH:11])=O)[C:4]=1C)=O.O[C:14]1C2N=NNC=2C=C[CH:15]=1.C([NH:25][CH2:26][CH2:27][NH:28][CH2:29][CH3:30])C.[OH-].[Na+].[C:33](=O)(O)[O-].[Na+], predict the reaction product. The product is: [CH2:14]([N:28]([CH2:29][CH3:30])[CH2:27][CH2:26][NH:25][C:9]([C:5]1[CH:4]=[CH:3][N:7]([CH3:33])[C:6]=1[CH3:8])=[O:11])[CH3:15]. (2) Given the reactants [C:1]([O:4][C:5]1[CH:6]=[CH:7][CH:8]=[C:9]2C=1N=C(C(O)=O)[CH:11]=[CH:10]2)(=[O:3])[CH3:2].C(Cl)(=O)[C:19]([Cl:21])=[O:20].C[N:25]([CH:27]=O)[CH3:26], predict the reaction product. The product is: [C:1]([O:4][C:5]1[C:27]([C:19]([Cl:21])=[O:20])=[N:25][C:26]2[C:7]([CH:6]=1)=[CH:8][CH:9]=[CH:10][CH:11]=2)(=[O:3])[CH3:2].